From a dataset of Catalyst prediction with 721,799 reactions and 888 catalyst types from USPTO. Predict which catalyst facilitates the given reaction. (1) Reactant: [Cl:1][C:2]1[CH:7]=[C:6]([Cl:8])[CH:5]=[CH:4][C:3]=1[C:9]([C:11]1[N:15]([CH2:16][CH2:17][CH2:18][OH:19])[C:14]2[C:20]([N:24]([CH2:27][CH3:28])[CH2:25][CH3:26])=[CH:21][CH:22]=[CH:23][C:13]=2[N:12]=1)=[O:10].[CH3:29][Mg]Br.C(OCC)C. Product: [Cl:1][C:2]1[CH:7]=[C:6]([Cl:8])[CH:5]=[CH:4][C:3]=1[C:9]([C:11]1[N:15]([CH2:16][CH2:17][CH2:18][OH:19])[C:14]2[C:20]([N:24]([CH2:27][CH3:28])[CH2:25][CH3:26])=[CH:21][CH:22]=[CH:23][C:13]=2[N:12]=1)([OH:10])[CH3:29]. The catalyst class is: 7. (2) Reactant: [Cl:1][C:2]1[C:7]([C:8]([N:10]([CH2:27][CH2:28][OH:29])[C:11]2[CH:12]=[C:13]3[C:17](=[CH:18][CH:19]=2)[N:16]([C:20]2[CH:21]=[N:22][C:23]([CH3:26])=[N:24][CH:25]=2)[CH:15]=[CH:14]3)=[O:9])=[C:6](Cl)[N:5]=[CH:4][N:3]=1.C(N(CC)CC)C. Product: [Cl:1][C:2]1[C:7]2[C:8](=[O:9])[N:10]([C:11]3[CH:12]=[C:13]4[C:17](=[CH:18][CH:19]=3)[N:16]([C:20]3[CH:21]=[N:22][C:23]([CH3:26])=[N:24][CH:25]=3)[CH:15]=[CH:14]4)[CH2:27][CH2:28][O:29][C:6]=2[N:5]=[CH:4][N:3]=1. The catalyst class is: 10. (3) Reactant: [CH3:1][O:2][C:3](=[O:12])[C:4]1[CH:9]=[CH:8][C:7]([CH2:10]O)=[N:6][CH:5]=1.S(Cl)([Cl:15])=O. Product: [CH3:1][O:2][C:3](=[O:12])[C:4]1[CH:9]=[CH:8][C:7]([CH2:10][Cl:15])=[N:6][CH:5]=1. The catalyst class is: 4. (4) Reactant: [NH2:1][C:2]1[C:3]([O:23][CH2:24][C@@H:25]2[CH2:29][CH2:28][N:27](C(OC(C)(C)C)=O)[CH2:26]2)=[N:4][C:5]([C:15]2[CH:20]=[CH:19][C:18]([C:21]#[N:22])=[CH:17][CH:16]=2)=[C:6]([C:8]2[CH:13]=[CH:12][C:11]([CH3:14])=[CH:10][CH:9]=2)[N:7]=1.Cl[CH2:38][C:39](=O)[CH3:40]. Product: [CH3:40][C:39]1[N:1]=[C:2]2[C:3]([O:23][CH2:24][C@@H:25]3[CH2:29][CH2:28][NH:27][CH2:26]3)=[N:4][C:5]([C:15]3[CH:20]=[CH:19][C:18]([C:21]#[N:22])=[CH:17][CH:16]=3)=[C:6]([C:8]3[CH:13]=[CH:12][C:11]([CH3:14])=[CH:10][CH:9]=3)[N:7]2[CH:38]=1. The catalyst class is: 32. (5) Reactant: C(OC([N:8]1[CH2:13][CH:12]([C:14]2[CH:19]=[C:18]([F:20])[CH:17]=[C:16]([F:21])[CH:15]=2)[N:11]([CH2:22][C:23](O)=[O:24])[C:10](=[O:26])[CH:9]1[CH:27]1[CH2:32][CH2:31][O:30][CH2:29][CH2:28]1)=O)(C)(C)C.[NH2:33][C:34]1[CH:35]=[C:36]2[C:49](=[CH:50][CH:51]=1)[CH2:48][C@:38]1([C:46]3[C:41](=[N:42][CH:43]=[CH:44][CH:45]=3)[NH:40][C:39]1=[O:47])[CH2:37]2.Cl.C(N=C=NCCCN(C)C)C.C1C=CC2N(O)N=NC=2C=1. Product: [F:20][C:18]1[CH:19]=[C:14]([CH:12]2[N:11]([CH2:22][C:23]([NH:33][C:34]3[CH:35]=[C:36]4[C:49](=[CH:50][CH:51]=3)[CH2:48][C@:38]3([C:46]5[C:41](=[N:42][CH:43]=[CH:44][CH:45]=5)[NH:40][C:39]3=[O:47])[CH2:37]4)=[O:24])[C:10](=[O:26])[CH:9]([CH:27]3[CH2:28][CH2:29][O:30][CH2:31][CH2:32]3)[NH:8][CH2:13]2)[CH:15]=[C:16]([F:21])[CH:17]=1. The catalyst class is: 3.